Dataset: Reaction yield outcomes from USPTO patents with 853,638 reactions. Task: Predict the reaction yield, written as a fraction of the theoretical maximum amount of product (1.0 means a 100% yield; for example, 0.34 means a 34% yield). (1) The reactants are [CH2:1]([NH:8][N:9]1[C:17]2[C:12](=[N:13][CH:14]=[C:15]([C:18]3[CH:19]=[N:20][N:21]([CH:23]4[CH2:28][CH2:27][N:26](C(OC(C)(C)C)=O)[CH2:25][CH2:24]4)[CH:22]=3)[CH:16]=2)[CH:11]=[CH:10]1)[C:2]1[CH:7]=[CH:6][CH:5]=[CH:4][CH:3]=1.[H-].[Na+].[CH3:38]I. The catalyst is CN(C=O)C. The product is [CH2:1]([N:8]([CH3:38])[N:9]1[C:17]2[C:12](=[N:13][CH:14]=[C:15]([C:18]3[CH:19]=[N:20][N:21]([CH:23]4[CH2:24][CH2:25][NH:26][CH2:27][CH2:28]4)[CH:22]=3)[CH:16]=2)[CH:11]=[CH:10]1)[C:2]1[CH:3]=[CH:4][CH:5]=[CH:6][CH:7]=1. The yield is 0.0400. (2) The reactants are [O:1]=[C:2]([C:16]1[CH:21]=[CH:20][CH:19]=[CH:18][CH:17]=1)[C:3]([NH:5][C:6]1[CH:14]=[CH:13][CH:12]=[C:11]2[C:7]=1[CH2:8][O:9][C:10]2=[O:15])=[O:4].[H-].[Na+].Cl[CH2:25][C:26]1[CH:31]=[CH:30][C:29]([O:32][CH3:33])=[CH:28][CH:27]=1.Cl. The catalyst is CN(C=O)C.C(OCC)(=O)C.O. The product is [CH3:33][O:32][C:29]1[CH:30]=[CH:31][C:26]([CH2:25][N:5]([C:6]2[CH:14]=[CH:13][CH:12]=[C:11]3[C:7]=2[CH2:8][O:9][C:10]3=[O:15])[C:3](=[O:4])[C:2](=[O:1])[C:16]2[CH:21]=[CH:20][CH:19]=[CH:18][CH:17]=2)=[CH:27][CH:28]=1. The yield is 0.660. (3) The reactants are [CH2:1]([O:3][C:4](=[O:17])[CH2:5][C:6]1[N:10]2[CH:11]=[C:12]([C:15]#N)[CH:13]=[CH:14][C:9]2=[N:8][CH:7]=1)[CH3:2].O.[PH2]([O-])=[O:20].[Na+]. The catalyst is O.N1C=CC=CC=1.C(O)(=O)C.[Ni]. The product is [CH2:1]([O:3][C:4](=[O:17])[CH2:5][C:6]1[N:10]2[CH:11]=[C:12]([CH:15]=[O:20])[CH:13]=[CH:14][C:9]2=[N:8][CH:7]=1)[CH3:2]. The yield is 0.420.